Dataset: Catalyst prediction with 721,799 reactions and 888 catalyst types from USPTO. Task: Predict which catalyst facilitates the given reaction. Reactant: C([O:3][C:4]([C:6]1[N:7]=[C:8]([NH:11][C:12](=[O:14])[CH3:13])[O:9][CH:10]=1)=[O:5])C. Product: [C:12]([NH:11][C:8]1[O:9][CH:10]=[C:6]([C:4]([OH:5])=[O:3])[N:7]=1)(=[O:14])[CH3:13]. The catalyst class is: 8.